This data is from Reaction yield outcomes from USPTO patents with 853,638 reactions. The task is: Predict the reaction yield, written as a fraction of the theoretical maximum amount of product (1.0 means a 100% yield; for example, 0.34 means a 34% yield). The reactants are [CH3:1][C:2]1[C:3]([CH2:13]O)=[N:4][N:5]([C:7]2[CH:12]=[CH:11][CH:10]=[CH:9][CH:8]=2)[N:6]=1.P(Br)(Br)[Br:16].O. The catalyst is C1(C)C=CC=CC=1. The product is [Br:16][CH2:13][C:3]1[C:2]([CH3:1])=[N:6][N:5]([C:7]2[CH:12]=[CH:11][CH:10]=[CH:9][CH:8]=2)[N:4]=1. The yield is 0.900.